This data is from Forward reaction prediction with 1.9M reactions from USPTO patents (1976-2016). The task is: Predict the product of the given reaction. (1) Given the reactants [OH-].[Na+:2].[O:3]=[C:4]1[C:13]2[CH:12]=[CH:11][CH:10]=[C:9]3[NH:14][C:15]([C:17]([OH:19])=[O:18])=[CH:16][C:7]([C:8]=23)=[N:6][NH:5]1, predict the reaction product. The product is: [Na+:2].[O:3]=[C:4]1[C:13]2[CH:12]=[CH:11][CH:10]=[C:9]3[NH:14][C:15]([C:17]([O-:19])=[O:18])=[CH:16][C:7]([C:8]=23)=[N:6][NH:5]1. (2) Given the reactants [OH:1][CH2:2][CH2:3][CH2:4][CH2:5][NH2:6].[C:7]([Si:11](Cl)([CH3:13])[CH3:12])([CH3:10])([CH3:9])[CH3:8].N1C=CN=C1.[CH2:20]([O:27][CH2:28][CH:29]=O)[C:21]1[CH:26]=[CH:25][CH:24]=[CH:23][CH:22]=1.C(O[BH-](OC(=O)C)OC(=O)C)(=O)C.[Na+], predict the reaction product. The product is: [CH2:20]([O:27][CH2:28][CH2:29][NH:6][CH2:5][CH2:4][CH2:3][CH2:2][O:1][Si:11]([C:7]([CH3:10])([CH3:9])[CH3:8])([CH3:13])[CH3:12])[C:21]1[CH:26]=[CH:25][CH:24]=[CH:23][CH:22]=1.